From a dataset of Peptide-MHC class I binding affinity with 185,985 pairs from IEDB/IMGT. Regression. Given a peptide amino acid sequence and an MHC pseudo amino acid sequence, predict their binding affinity value. This is MHC class I binding data. The MHC is SLA-10401 with pseudo-sequence SLA-10401. The binding affinity (normalized) is 0.237. The peptide sequence is CTLNKSHLY.